This data is from HIV replication inhibition screening data with 41,000+ compounds from the AIDS Antiviral Screen. The task is: Binary Classification. Given a drug SMILES string, predict its activity (active/inactive) in a high-throughput screening assay against a specified biological target. The molecule is O=C(O)CCS(=O)(=O)O. The result is 0 (inactive).